Dataset: Full USPTO retrosynthesis dataset with 1.9M reactions from patents (1976-2016). Task: Predict the reactants needed to synthesize the given product. (1) Given the product [CH3:17][O:16][Si:11]([O:12][CH3:13])([O:14][CH3:15])[CH2:10][CH2:9][C:18]1[CH:19]=[CH:20][C:21]([CH2:24][S:1][C:2]2[NH:6][N:5]=[N:4][CH:3]=2)=[CH:22][CH:23]=1, predict the reactants needed to synthesize it. The reactants are: [SH:1][C:2]1[NH:6][N:5]=[N:4][CH:3]=1.ClC[CH:9]([C:18]1[CH:23]=[CH:22][CH:21]=[CH:20][CH:19]=1)[CH2:10][Si:11]([O:16][CH3:17])([O:14][CH3:15])[O:12][CH3:13].[CH3:24]O. (2) Given the product [C:22]([C:21]1[N:12]2[C:13]([C:14](=[O:18])[N:15]3[CH2:16][CH2:17][C@H:8]([C:5]4[CH:6]=[CH:7][C:2]([Cl:1])=[CH:3][CH:4]=4)[NH:9][C:10]3=[N:11]2)=[CH:19][N:20]=1)(=[O:32])[CH3:28], predict the reactants needed to synthesize it. The reactants are: [Cl:1][C:2]1[CH:7]=[CH:6][C:5]([C@H:8]2[CH2:17][CH2:16][N:15]3[C:10](=[N:11][N:12]4[C:21]([C:22]5([CH3:28])SCCCS5)=[N:20][CH:19]=[C:13]4[C:14]3=[O:18])[NH:9]2)=[CH:4][CH:3]=1.O.CC(OI1(OC(C)=O)(OC(C)=O)OC(=O)C2C=CC=CC1=2)=[O:32]. (3) Given the product [CH2:8]=[CH:9][C:10]1[CH:15]=[CH:14][CH:13]=[CH:12][CH:11]=1.[CH2:3]=[CH:4][C:5](=[CH2:6])[CH3:7].[CH2:16]=[CH:17][C:18]1[CH:23]=[CH:22][CH:21]=[CH:20][CH:19]=1, predict the reactants needed to synthesize it. The reactants are: CO.[CH2:3]=[CH:4][C:5](=[CH2:7])[CH3:6].[CH2:8]=[CH:9][C:10]1[CH:15]=[CH:14][CH:13]=[CH:12][CH:11]=1.[CH2:16]=[CH:17][C:18]1[CH:23]=[CH:22][CH:21]=[CH:20][CH:19]=1.